From a dataset of Full USPTO retrosynthesis dataset with 1.9M reactions from patents (1976-2016). Predict the reactants needed to synthesize the given product. (1) Given the product [ClH:58].[ClH:58].[NH2:49][C:19]([CH2:33][CH2:34][N:35]1[CH2:44][CH2:43][C:42]2[C:37](=[CH:38][C:39]([O:47][CH3:48])=[C:40]([O:45][CH3:46])[CH:41]=2)[CH2:36]1)([CH2:20][CH2:21][CH2:22][CH2:23][B:24]([OH:28])[OH:25])[C:18]([OH:57])=[O:17], predict the reactants needed to synthesize it. The reactants are: COC1C=C2C(=CC=1OC)CNCC2.C([O:17][C:18](=[O:57])[C:19]([NH:49]C(OC(C)(C)C)=O)([CH2:33][CH2:34][N:35]1[CH2:44][CH2:43][C:42]2[C:37](=[CH:38][C:39]([O:47][CH3:48])=[C:40]([O:45][CH3:46])[CH:41]=2)[CH2:36]1)[CH2:20][CH2:21][CH2:22][CH2:23][B:24]1[O:28]C(C)(C)C(C)(C)[O:25]1)C.[ClH:58]. (2) Given the product [C:1]([O:5][C:6](=[O:19])[NH:7][CH:8]1[CH2:17][C:16]2[C:11](=[CH:12][CH:13]=[C:14]([Br:18])[CH:15]=2)[N:10]([CH2:20][C:21]2[CH:26]=[CH:25][CH:24]=[CH:23][CH:22]=2)[CH2:9]1)([CH3:4])([CH3:2])[CH3:3], predict the reactants needed to synthesize it. The reactants are: [C:1]([O:5][C:6](=[O:19])[NH:7][CH:8]1[CH2:17][C:16]2[C:11](=[CH:12][CH:13]=[C:14]([Br:18])[CH:15]=2)[NH:10][CH2:9]1)([CH3:4])([CH3:3])[CH3:2].[CH:20](=O)[C:21]1[CH:26]=[CH:25][CH:24]=[CH:23][CH:22]=1.[BH-](OC(C)=O)(OC(C)=O)OC(C)=O.[Na+].CC(O)=O. (3) Given the product [Cl:1][C:2]1[CH:3]=[N:4][CH:5]=[C:6]([Cl:31])[C:7]=1[NH:8][C:9]([C:11]1[C:19]2[C:18]3[CH:20]=[C:21]([NH2:24])[CH:22]=[CH:23][C:17]=3[O:16][C:15]=2[C:14]([O:27][CH:28]([F:29])[F:30])=[CH:13][CH:12]=1)=[O:10], predict the reactants needed to synthesize it. The reactants are: [Cl:1][C:2]1[CH:3]=[N:4][CH:5]=[C:6]([Cl:31])[C:7]=1[NH:8][C:9]([C:11]1[C:19]2[C:18]3[CH:20]=[C:21]([N+:24]([O-])=O)[CH:22]=[CH:23][C:17]=3[O:16][C:15]=2[C:14]([O:27][CH:28]([F:30])[F:29])=[CH:13][CH:12]=1)=[O:10]. (4) Given the product [Br:1][C:2]1[CH:9]=[CH:8][C:5]([CH2:6][N:10]2[CH2:15][CH2:14][CH2:13][CH2:12][CH2:11]2)=[CH:4][CH:3]=1, predict the reactants needed to synthesize it. The reactants are: [Br:1][C:2]1[CH:9]=[CH:8][C:5]([CH:6]=O)=[CH:4][CH:3]=1.[NH:10]1[CH2:15][CH2:14][CH2:13][CH2:12][CH2:11]1.C(O[BH-](OC(=O)C)OC(=O)C)(=O)C.[Na+].C(=O)(O)[O-].[Na+]. (5) Given the product [CH3:1][NH:2][S:3]([C:6]1[CH:11]=[CH:10][C:9]([C:24]2[N:23]=[C:22]([NH:21][C:20](=[O:29])[O:19][C:15]([CH3:17])([CH3:16])[CH3:18])[CH:27]=[CH:26][CH:25]=2)=[CH:8][CH:7]=1)(=[O:5])=[O:4], predict the reactants needed to synthesize it. The reactants are: [CH3:1][NH:2][S:3]([C:6]1[CH:11]=[CH:10][C:9](B(O)O)=[CH:8][CH:7]=1)(=[O:5])=[O:4].[C:15]([O:19][C:20](=[O:29])[NH:21][C:22]1[CH:27]=[CH:26][CH:25]=[C:24](Br)[N:23]=1)([CH3:18])([CH3:17])[CH3:16].C([O-])([O-])=O.[K+].[K+]. (6) Given the product [Cl:1][C:2]1[C:7]([CH3:8])=[C:6]([NH:9][NH:10][C:11]([O:13][C:14]([CH3:17])([CH3:16])[CH3:15])=[O:12])[C:5]([N+:18]([O-:20])=[O:19])=[C:4]([N:43]([CH2:36][C:37]2[CH:42]=[CH:41][CH:40]=[CH:39][CH:38]=2)[CH2:44][C:45]2[CH:50]=[CH:49][CH:48]=[CH:47][CH:46]=2)[N:3]=1, predict the reactants needed to synthesize it. The reactants are: [Cl:1][C:2]1[C:7]([CH3:8])=[C:6]([NH:9][NH:10][C:11]([O:13][C:14]([CH3:17])([CH3:16])[CH3:15])=[O:12])[C:5]([N+:18]([O-:20])=[O:19])=[C:4](OS(C(F)(F)F)(=O)=O)[N:3]=1.C(N(CC)CC)C.[CH2:36]([NH:43][CH2:44][C:45]1[CH:50]=[CH:49][CH:48]=[CH:47][CH:46]=1)[C:37]1[CH:42]=[CH:41][CH:40]=[CH:39][CH:38]=1. (7) Given the product [Cl:1][C:2]1[CH:8]=[C:7]2[C:5](=[C:4]([CH3:9])[CH:3]=1)[N:6]=[C:17]([CH3:18])[C:11]([CH3:10])=[C:12]2[OH:13], predict the reactants needed to synthesize it. The reactants are: [Cl:1][C:2]1[CH:8]=[CH:7][C:5]([NH2:6])=[C:4]([CH3:9])[CH:3]=1.[CH3:10][CH:11]([C:17](=O)[CH3:18])[C:12](OCC)=[O:13]. (8) Given the product [CH:32]1([O:24][C:19]2[CH:20]=[CH:21][CH:22]=[CH:23][C:18]=2[CH2:17][N:14]2[CH:15]=[CH:16][C:12]([C:10]([NH:9][C:3]3[C:2]([F:1])=[CH:7][CH:6]=[CH:5][C:4]=3[F:8])=[O:11])=[N:13]2)[CH2:37][CH2:36][CH2:35][CH2:34][CH2:33]1, predict the reactants needed to synthesize it. The reactants are: [F:1][C:2]1[CH:7]=[CH:6][CH:5]=[C:4]([F:8])[C:3]=1[NH:9][C:10]([C:12]1[CH:16]=[CH:15][N:14]([CH2:17][C:18]2[CH:23]=[CH:22][CH:21]=[CH:20][C:19]=2[OH:24])[N:13]=1)=[O:11].C(=O)([O-])[O-].[K+].[K+].I[CH:32]1[CH2:37][CH2:36][CH2:35][CH2:34][CH2:33]1. (9) Given the product [CH:38]1([C:32]2[S:31][C:30]([NH:29][C:25](=[O:26])[CH:24]([F:28])[F:23])=[C:34]([C:35]([NH2:37])=[O:36])[CH:33]=2)[CH2:39][CH2:40][CH2:41][CH2:42][CH2:43]1, predict the reactants needed to synthesize it. The reactants are: CCN=C=NCCCN(C)C.Cl.C1C=CC2N(O)N=NC=2C=1.[F:23][CH:24]([F:28])[C:25](O)=[O:26].[NH2:29][C:30]1[S:31][C:32]([CH:38]2[CH2:43][CH2:42][CH2:41][CH2:40][CH2:39]2)=[CH:33][C:34]=1[C:35]([NH2:37])=[O:36]. (10) Given the product [C:27]([CH:26]([CH2:2][C:3]([C:5]1[CH:14]=[C:13]([O:15][CH3:16])[C:8]2[O:9][CH2:10][CH2:11][O:12][C:7]=2[C:6]=1[O:17][CH3:18])=[O:4])[C:25]([C:19]1[CH:24]=[CH:23][CH:22]=[CH:21][CH:20]=1)=[O:35])(=[O:28])[C:29]1[CH:30]=[CH:31][CH:32]=[CH:33][CH:34]=1, predict the reactants needed to synthesize it. The reactants are: Br[CH2:2][C:3]([C:5]1[CH:14]=[C:13]([O:15][CH3:16])[C:8]2[O:9][CH2:10][CH2:11][O:12][C:7]=2[C:6]=1[O:17][CH3:18])=[O:4].[C:19]1([C:25](=[O:35])[CH2:26][C:27]([C:29]2[CH:34]=[CH:33][CH:32]=[CH:31][CH:30]=2)=[O:28])[CH:24]=[CH:23][CH:22]=[CH:21][CH:20]=1.C([O-])([O-])=O.[K+].[K+].